Dataset: Reaction yield outcomes from USPTO patents with 853,638 reactions. Task: Predict the reaction yield, written as a fraction of the theoretical maximum amount of product (1.0 means a 100% yield; for example, 0.34 means a 34% yield). The reactants are [CH2:1]([OH:4])[CH2:2][OH:3].[C:5](O)(=[O:15])[C:6]1[CH:14]=[C:12]([OH:13])[C:10]([OH:11])=[C:8]([OH:9])[CH:7]=1.[Na+].[Cl-]. The catalyst is OS(O)(=O)=O. The product is [OH:3][CH2:2][CH2:1][O:4][C:5](=[O:15])[C:6]1[CH:14]=[C:12]([OH:13])[C:10]([OH:11])=[C:8]([OH:9])[CH:7]=1. The yield is 0.280.